From a dataset of Full USPTO retrosynthesis dataset with 1.9M reactions from patents (1976-2016). Predict the reactants needed to synthesize the given product. Given the product [CH3:15][C:16]1[C:24]([C:25]([OH:27])=[O:26])=[CH:23][CH:22]=[C:21]2[C:17]=1[CH:18]=[CH:19][NH:20]2, predict the reactants needed to synthesize it. The reactants are: ClC1C(C(O)=O)=CC(C)=C2C=1C=CN2.[CH3:15][C:16]1[C:24]([C:25]([O:27]C)=[O:26])=[CH:23][CH:22]=[C:21]2[C:17]=1[CH:18]=[CH:19][NH:20]2.